This data is from Full USPTO retrosynthesis dataset with 1.9M reactions from patents (1976-2016). The task is: Predict the reactants needed to synthesize the given product. (1) Given the product [CH3:1][C:2]([OH:41])([CH2:4][CH2:5][CH2:6][S:7]([N:10]1[CH2:15][CH2:14][CH:13]([C:16]2[CH:40]=[CH:39][C:19]3[N:20]=[C:21]([CH2:23][CH:24]4[CH2:29][CH2:28][N:27]([C:30]5[N:31]=[CH:32][C:33]([CH2:36][CH2:37][CH3:38])=[CH:34][N:35]=5)[CH2:26][CH2:25]4)[S:22][C:18]=3[CH:17]=2)[CH2:12][CH2:11]1)(=[O:9])=[O:8])[CH3:3], predict the reactants needed to synthesize it. The reactants are: [CH3:1][C:2]([OH:41])([CH2:4][CH2:5][CH2:6][S:7]([N:10]1[CH2:15][CH2:14][C:13]([C:16]2[CH:40]=[CH:39][C:19]3[N:20]=[C:21]([CH2:23][CH:24]4[CH2:29][CH2:28][N:27]([C:30]5[N:35]=[CH:34][C:33]([CH2:36][CH2:37][CH3:38])=[CH:32][N:31]=5)[CH2:26][CH2:25]4)[S:22][C:18]=3[CH:17]=2)=[CH:12][CH2:11]1)(=[O:9])=[O:8])[CH3:3]. (2) Given the product [CH:7]1([S:13]([C:16]2[CH:37]=[CH:36][CH:35]=[CH:34][C:17]=2[CH2:18][C:19]2[C:27]3[C:22](=[CH:23][CH:24]=[C:25]([F:28])[CH:26]=3)[N:21]([CH2:29][C:30]([OH:32])=[O:31])[C:20]=2[CH3:33])(=[O:15])=[O:14])[CH2:8][CH2:10][CH2:11][CH2:12]1, predict the reactants needed to synthesize it. The reactants are: C1CC(S)CC1.[CH:7]1([S:13]([C:16]2[CH:37]=[CH:36][CH:35]=[CH:34][C:17]=2[CH2:18][C:19]2[C:27]3[C:22](=[CH:23][CH:24]=[C:25]([F:28])[CH:26]=3)[N:21]([CH2:29][C:30]([OH:32])=[O:31])[C:20]=2[CH3:33])(=[O:15])=[O:14])[CH2:12][CH2:11][CH2:10]C[CH2:8]1. (3) Given the product [F:1][C:2]1[CH:11]=[C:6]([C:7]2[CH:13]=[C:12]([C:14]3[CH:15]=[C:16]([F:22])[C:17]([F:21])=[C:18]([F:20])[CH:19]=3)[O:9][N:8]=2)[CH:5]=[N:4][CH:3]=1, predict the reactants needed to synthesize it. The reactants are: [F:1][C:2]1[CH:3]=[N:4][CH:5]=[C:6]([CH:11]=1)[C:7](Cl)=[N:8][OH:9].[C:12]([C:14]1[CH:15]=[C:16]([F:22])[C:17]([F:21])=[C:18]([F:20])[CH:19]=1)#[CH:13].N. (4) Given the product [CH2:1]([O:8][C:9]([N:11]1[CH2:16][CH2:15][N:14]([CH3:18])[C:13](=[O:17])[CH2:12]1)=[O:10])[C:2]1[CH:3]=[CH:4][CH:5]=[CH:6][CH:7]=1, predict the reactants needed to synthesize it. The reactants are: [CH2:1]([O:8][C:9]([N:11]1[CH2:16][CH2:15][NH:14][C:13](=[O:17])[CH2:12]1)=[O:10])[C:2]1[CH:7]=[CH:6][CH:5]=[CH:4][CH:3]=1.[CH3:18]C([O-])(C)C.[K+].CI. (5) Given the product [C:1]([O:4][C@@H:5]1[C@@H:18]([O:19][C:20](=[O:22])[CH3:21])[C@H:17]([O:23][C:24](=[O:26])[CH3:25])[CH2:16][S:15][C@H:6]1[O:7][C:8]1[CH:9]=[N:10][CH:11]=[C:12]([C:33]2[CH:32]=[CH:31][CH:30]=[C:29]([C:27]#[N:28])[CH:34]=2)[CH:13]=1)(=[O:3])[CH3:2], predict the reactants needed to synthesize it. The reactants are: [C:1]([O:4][C@@H:5]1[C@@H:18]([O:19][C:20](=[O:22])[CH3:21])[C@H:17]([O:23][C:24](=[O:26])[CH3:25])[CH2:16][S:15][C@H:6]1[O:7][C:8]1[CH:9]=[N:10][CH:11]=[C:12](Br)[CH:13]=1)(=[O:3])[CH3:2].[C:27]([C:29]1[CH:30]=[C:31](B(O)O)[CH:32]=[CH:33][CH:34]=1)#[N:28]. (6) Given the product [Cl:33][C:28]1[CH:29]=[CH:30][CH:31]=[CH:32][C:27]=1[N:9]1[C:10]([C:12]2[S:13][C:14]([C:17]3[CH:22]=[CH:21][CH:20]=[C:19]([S:23]([CH3:26])(=[O:24])=[O:25])[CH:18]=3)=[CH:15][CH:16]=2)=[CH:11][C:7]([CH2:5][OH:4])=[N:8]1, predict the reactants needed to synthesize it. The reactants are: [Li+].[BH4-].C[O:4][C:5]([C:7]1[CH:11]=[C:10]([C:12]2[S:13][C:14]([C:17]3[CH:22]=[CH:21][CH:20]=[C:19]([S:23]([CH3:26])(=[O:25])=[O:24])[CH:18]=3)=[CH:15][CH:16]=2)[N:9]([C:27]2[CH:32]=[CH:31][CH:30]=[CH:29][C:28]=2[Cl:33])[N:8]=1)=O.CC(C)=O.O. (7) Given the product [O:16]1[C:20]2[CH:21]=[CH:22][CH:23]=[CH:24][C:19]=2[N:18]=[C:17]1[CH:25]([OH:38])[CH:26]([NH:29][C:30](=[O:37])[CH:31]([NH:36][C:5]([N:7]1[CH2:12][CH2:11][O:10][CH2:9][CH2:8]1)=[N:4][CH2:3][C:2]([F:14])([F:13])[F:1])[CH2:32][CH:33]1[CH2:34][CH2:47][CH2:42][CH2:43][CH2:35]1)[CH2:27][CH3:28], predict the reactants needed to synthesize it. The reactants are: [F:1][C:2]([F:14])([F:13])[CH2:3][NH:4][C:5]([N:7]1[CH2:12][CH2:11][O:10][CH2:9][CH2:8]1)=S.Cl.[O:16]1[C:20]2[CH:21]=[CH:22][CH:23]=[CH:24][C:19]=2[N:18]=[C:17]1[CH:25]([OH:38])[CH:26]([NH:29][C:30](=[O:37])[CH:31]([NH2:36])[CH2:32][CH:33]([CH3:35])[CH3:34])[CH2:27][CH3:28].O1[C:43]2C=CC=[CH:47][C:42]=2N=C1C(C(NC(=O)C(NC1C2C=CC=CC=2S(=O)(=O)N=1)CC(C)C)CC)=O.